Dataset: NCI-60 drug combinations with 297,098 pairs across 59 cell lines. Task: Regression. Given two drug SMILES strings and cell line genomic features, predict the synergy score measuring deviation from expected non-interaction effect. (1) Synergy scores: CSS=20.4, Synergy_ZIP=-0.733, Synergy_Bliss=7.17, Synergy_Loewe=5.76, Synergy_HSA=6.61. Drug 2: C1=CC(=CC=C1CC(C(=O)O)N)N(CCCl)CCCl.Cl. Cell line: HS 578T. Drug 1: COC1=C(C=C2C(=C1)N=CN=C2NC3=CC(=C(C=C3)F)Cl)OCCCN4CCOCC4. (2) Drug 1: CC1C(C(CC(O1)OC2CC(CC3=C2C(=C4C(=C3O)C(=O)C5=C(C4=O)C(=CC=C5)OC)O)(C(=O)C)O)N)O.Cl. Drug 2: C(=O)(N)NO. Cell line: RXF 393. Synergy scores: CSS=16.1, Synergy_ZIP=-5.05, Synergy_Bliss=-1.44, Synergy_Loewe=-5.35, Synergy_HSA=-0.204. (3) Drug 1: CN(CCCl)CCCl.Cl. Drug 2: N.N.Cl[Pt+2]Cl. Cell line: SK-MEL-28. Synergy scores: CSS=32.5, Synergy_ZIP=2.82, Synergy_Bliss=6.47, Synergy_Loewe=-2.86, Synergy_HSA=4.70. (4) Drug 1: C1=NC(=NC(=O)N1C2C(C(C(O2)CO)O)O)N. Drug 2: CS(=O)(=O)OCCCCOS(=O)(=O)C. Cell line: SF-295. Synergy scores: CSS=4.66, Synergy_ZIP=-2.42, Synergy_Bliss=2.70, Synergy_Loewe=-10.7, Synergy_HSA=-1.20.